From a dataset of Peptide-MHC class I binding affinity with 185,985 pairs from IEDB/IMGT. Regression. Given a peptide amino acid sequence and an MHC pseudo amino acid sequence, predict their binding affinity value. This is MHC class I binding data. (1) The MHC is HLA-A32:01 with pseudo-sequence HLA-A32:01. The peptide sequence is RTYCIEASI. The binding affinity (normalized) is 0.727. (2) The peptide sequence is YTVKYFNL. The MHC is H-2-Kb with pseudo-sequence H-2-Kb. The binding affinity (normalized) is 0.767. (3) The peptide sequence is KQRKVQALF. The MHC is HLA-A24:02 with pseudo-sequence HLA-A24:02. The binding affinity (normalized) is 0.215. (4) The peptide sequence is AENLWVTPY. The MHC is Mamu-A11 with pseudo-sequence Mamu-A11. The binding affinity (normalized) is 0.681.